Task: Predict the reaction yield, written as a fraction of the theoretical maximum amount of product (1.0 means a 100% yield; for example, 0.34 means a 34% yield).. Dataset: Reaction yield outcomes from USPTO patents with 853,638 reactions The reactants are [OH:1]/[N:2]=[C:3](/[C@@H:5]1[C@:21]2([CH3:22])[C@H:8]([C@H:9]3[C@H:18]([CH2:19][CH2:20]2)[C@:17]2([CH3:23])[C:12](=[CH:13][C:14](=[O:24])[CH2:15][CH2:16]2)[CH2:11][CH2:10]3)[CH2:7][CH2:6]1)\[CH3:4].[Na+].[C:26]([O-])(=[O:34])[CH:27]([CH2:31][CH2:32][CH3:33])[CH2:28][CH2:29][CH3:30].C(N(CC)C(C)C)(C)C.CCN=C=NCCCN(C)C. The catalyst is CN(C1C=CN=CC=1)C.ClCCl. The product is [CH3:23][C@:17]12[CH2:16][CH2:15][C:14](=[O:24])[CH:13]=[C:12]1[CH2:11][CH2:10][C@@H:9]1[C@@H:18]2[CH2:19][CH2:20][C@@:21]2([CH3:22])[C@H:8]1[CH2:7][CH2:6][C@@H:5]2/[C:3](=[N:2]/[O:1][C:26](=[O:34])[CH:27]([CH2:31][CH2:32][CH3:33])[CH2:28][CH2:29][CH3:30])/[CH3:4]. The yield is 0.790.